This data is from Reaction yield outcomes from USPTO patents with 853,638 reactions. The task is: Predict the reaction yield, written as a fraction of the theoretical maximum amount of product (1.0 means a 100% yield; for example, 0.34 means a 34% yield). (1) The reactants are BrC1[CH:7]=[CH:6][C:5]([CH3:8])=[CH:4][CH:3]=1.[C:9]([O:17][CH2:18][CH3:19])(=[O:16])[CH2:10][C:11](OCC)=O.P(C(C)(C)C)(C(C)(C)C)C(C)(C)C.[O-]P([O-])([O-])=O.[K+].[K+].[K+].C1OCCOCCOCCOCCOCCOC1. The product is [CH3:8][C:5]1[CH:6]=[CH:7][C:11]([CH2:10][C:9]([O:17][CH2:18][CH3:19])=[O:16])=[CH:3][CH:4]=1. The yield is 0.760. The catalyst is C1C=CC(/C=C/C(/C=C/C2C=CC=CC=2)=O)=CC=1.C1C=CC(/C=C/C(/C=C/C2C=CC=CC=2)=O)=CC=1.[Pd]. (2) The reactants are [CH2:1]([O:3][C:4]([C:6]1[C:10]([CH:11]=[CH:12][C:13]2[CH:18]=[CH:17][CH:16]=[CH:15][CH:14]=2)=[CH:9][S:8][C:7]=1[NH:19]C(OC(C)(C)C)=O)=[O:5])[CH3:2].FC(F)(F)C(O)=O.C([O-])(O)=O.[Na+]. The catalyst is C(Cl)Cl. The product is [CH2:1]([O:3][C:4]([C:6]1[C:10]([CH:11]=[CH:12][C:13]2[CH:18]=[CH:17][CH:16]=[CH:15][CH:14]=2)=[CH:9][S:8][C:7]=1[NH2:19])=[O:5])[CH3:2]. The yield is 0.560. (3) The reactants are [C:1]([O-:4])([O-])=O.[Cs+].[Cs+].[I:7][C:8]1[CH:13]=[CH:12][C:11]([C:14]2[C:18]3[CH2:19][N:20]([C:23](=[O:25])[CH3:24])[CH2:21][CH2:22][C:17]=3[NH:16][N:15]=2)=[CH:10][CH:9]=1.[CH2:26]([CH:28]1[O:30][CH2:29]1)Cl.[CH3:31][N:32]([CH:34]=O)[CH3:33]. No catalyst specified. The product is [OH:30][CH:28]([CH2:29][N:20]1[CH2:21][CH2:33][N:32]([C:34]2[CH:10]=[CH:9][CH:8]=[CH:13][C:1]=2[OH:4])[CH2:31][CH2:19]1)[CH2:26][N:16]1[C:17]2[CH2:22][CH2:21][N:20]([C:23](=[O:25])[CH3:24])[CH2:19][C:18]=2[C:14]([C:11]2[CH:10]=[CH:9][C:8]([I:7])=[CH:13][CH:12]=2)=[N:15]1. The yield is 0.580. (4) The product is [CH2:1]([O:3][C:4](=[O:15])[C:5](=[O:14])[C:6]([CH:11]1[CH2:13][CH2:12][CH2:16]1)=[CH:7][N:8]([CH3:9])[CH3:10])[CH3:2]. The reactants are [CH2:1]([O:3][C:4](=[O:15])[C:5](=[O:14])[C:6]([CH:11]1[CH2:13][CH2:12]1)=[CH:7][N:8]([CH3:10])[CH3:9])[CH3:2].[CH2:16](OC(=O)C(=O)CC1CCC1)C. The yield is 0.510. No catalyst specified. (5) The reactants are [CH3:1][CH:2]1[CH2:7][N:6]([C:8]2[C:13]([Cl:14])=[CH:12][C:11]([Cl:15])=[CH:10][C:9]=2[Cl:16])[S:5](=[O:18])(=[O:17])[N:4]([CH2:19][C:20]([O:22]C)=[O:21])[CH2:3]1.[Li+].[OH-]. The catalyst is C1COCC1.CO.O. The product is [CH3:1][CH:2]1[CH2:7][N:6]([C:8]2[C:13]([Cl:14])=[CH:12][C:11]([Cl:15])=[CH:10][C:9]=2[Cl:16])[S:5](=[O:17])(=[O:18])[N:4]([CH2:19][C:20]([OH:22])=[O:21])[CH2:3]1. The yield is 0.830.